From a dataset of Catalyst prediction with 721,799 reactions and 888 catalyst types from USPTO. Predict which catalyst facilitates the given reaction. (1) Reactant: C(O)=O.C1(COC2C=C([C:15]3[C:23]4[C:18](=[CH:19][CH:20]=[CH:21][CH:22]=4)[N:17](CC4C=CC(F)=CC=4)[C:16]=3[C:32]([O:34]C(C)(C)C)=[O:33])C=CC=2)CC1. Product: [NH:17]1[C:18]2[C:23](=[CH:22][CH:21]=[CH:20][CH:19]=2)[CH:15]=[C:16]1[C:32]([OH:34])=[O:33]. The catalyst class is: 4. (2) Reactant: [N:1]1[CH:6]=[CH:5][CH:4]=[CH:3][C:2]=1[C:7]1[CH:15]=[CH:14][C:10]([C:11]([OH:13])=O)=[CH:9][CH:8]=1.ON1C2C=CC=CC=2N=N1.C(Cl)Cl.[CH3:29][C@H:30]1[CH2:35][N:34]([CH2:36][C:37]2[CH:42]=[CH:41][C:40]([NH:43][CH3:44])=[CH:39][CH:38]=2)[CH2:33][CH2:32][N:31]1[C:45]([O:47][C:48]([CH3:51])([CH3:50])[CH3:49])=[O:46]. Product: [CH3:29][C@H:30]1[CH2:35][N:34]([CH2:36][C:37]2[CH:42]=[CH:41][C:40]([N:43]([CH3:44])[C:11]([C:10]3[CH:9]=[CH:8][C:7]([C:2]4[CH:3]=[CH:4][CH:5]=[CH:6][N:1]=4)=[CH:15][CH:14]=3)=[O:13])=[CH:39][CH:38]=2)[CH2:33][CH2:32][N:31]1[C:45]([O:47][C:48]([CH3:49])([CH3:51])[CH3:50])=[O:46]. The catalyst class is: 3. (3) Reactant: [Br:1][C:2]1[C:6]([C:7]([O:9][CH2:10][CH3:11])=[O:8])=[C:5]([N:12]2[CH2:16][CH2:15][C@@H:14]([OH:17])[CH2:13]2)[N:4]([CH3:18])[N:3]=1.[CH3:19]N(C)C=O.[H-].[Na+].CI. Product: [Br:1][C:2]1[C:6]([C:7]([O:9][CH2:10][CH3:11])=[O:8])=[C:5]([N:12]2[CH2:16][CH2:15][C@@H:14]([O:17][CH3:19])[CH2:13]2)[N:4]([CH3:18])[N:3]=1. The catalyst class is: 6.